This data is from Full USPTO retrosynthesis dataset with 1.9M reactions from patents (1976-2016). The task is: Predict the reactants needed to synthesize the given product. (1) Given the product [F:1][C:2]1[CH:3]=[C:4]2[C:12](=[CH:13][CH:14]=1)[N:11]([CH2:15][C:16]1[CH:25]=[CH:24][C:19]([C:20]([O:22][CH3:23])=[O:21])=[CH:18][CH:17]=1)[C:10]1[CH2:9][CH2:8][CH:7]([CH2:26][N:34]3[CH2:35][CH2:36][N:31]([CH:28]([CH3:30])[CH3:29])[CH2:32][CH2:33]3)[C:6](=[O:27])[C:5]2=1, predict the reactants needed to synthesize it. The reactants are: [F:1][C:2]1[CH:3]=[C:4]2[C:12](=[CH:13][CH:14]=1)[N:11]([CH2:15][C:16]1[CH:25]=[CH:24][C:19]([C:20]([O:22][CH3:23])=[O:21])=[CH:18][CH:17]=1)[C:10]1[CH2:9][CH2:8][C:7](=[CH2:26])[C:6](=[O:27])[C:5]2=1.[CH:28]([N:31]1[CH2:36][CH2:35][NH:34][CH2:33][CH2:32]1)([CH3:30])[CH3:29]. (2) Given the product [C:1]1([C:7]2[N:12]=[C:11]([C:13]([OH:15])=[O:14])[CH:10]=[N:9][CH:8]=2)[CH:2]=[CH:3][CH:4]=[CH:5][CH:6]=1, predict the reactants needed to synthesize it. The reactants are: [C:1]1([C:7]2[N:12]=[C:11]([C:13]([O:15]C)=[O:14])[CH:10]=[N:9][CH:8]=2)[CH:6]=[CH:5][CH:4]=[CH:3][CH:2]=1.[Li+].[OH-]. (3) Given the product [CH3:3][N:4]1[CH:8]=[C:7]([C:9]([NH:11][CH:12]([C:13]([NH:2][CH3:1])=[O:15])[CH:18]([C:23]2[CH:28]=[CH:27][CH:26]=[CH:25][CH:24]=2)[CH2:19][N+:20]([O-:22])=[O:21])=[O:10])[C:6]([C:29]([F:31])([F:30])[F:32])=[N:5]1, predict the reactants needed to synthesize it. The reactants are: [CH3:1][NH2:2].[CH3:3][N:4]1[CH:8]=[C:7]([C:9]([NH:11][CH:12]([CH:18]([C:23]2[CH:28]=[CH:27][CH:26]=[CH:25][CH:24]=2)[CH2:19][N+:20]([O-:22])=[O:21])[C:13]([O:15]CC)=O)=[O:10])[C:6]([C:29]([F:32])([F:31])[F:30])=[N:5]1. (4) Given the product [Br:1][C:2]1[CH:7]=[C:6]([C:8]2([CH2:15][F:29])[NH:13][C:12](=[O:14])[CH2:11][O:10][CH2:9]2)[CH:5]=[CH:4][N:3]=1, predict the reactants needed to synthesize it. The reactants are: [Br:1][C:2]1[CH:7]=[C:6]([C:8]2([CH2:15]O)[NH:13][C:12](=[O:14])[CH2:11][O:10][CH2:9]2)[CH:5]=[CH:4][N:3]=1.C([O-])([O-])=O.[Na+].[Na+].C(N(S(F)(F)[F:29])CC)C.